This data is from Forward reaction prediction with 1.9M reactions from USPTO patents (1976-2016). The task is: Predict the product of the given reaction. Given the reactants [NH2:1][C@@H:2]1[CH2:6][CH2:5][N:4]([C:7]([O:9][C:10]([CH3:13])([CH3:12])[CH3:11])=[O:8])[CH2:3]1.O1CCCC1.C(N(C(C)C)C(C)C)C.F[C:29]1[CH:34]=[CH:33][C:32]([S:35]([NH2:38])(=[O:37])=[O:36])=[CH:31][C:30]=1[N+:39]([O-:41])=[O:40], predict the reaction product. The product is: [N+:39]([C:30]1[CH:31]=[C:32]([S:35](=[O:37])(=[O:36])[NH2:38])[CH:33]=[CH:34][C:29]=1[NH:1][C@@H:2]1[CH2:6][CH2:5][N:4]([C:7]([O:9][C:10]([CH3:13])([CH3:12])[CH3:11])=[O:8])[CH2:3]1)([O-:41])=[O:40].